Dataset: Peptide-MHC class I binding affinity with 185,985 pairs from IEDB/IMGT. Task: Regression. Given a peptide amino acid sequence and an MHC pseudo amino acid sequence, predict their binding affinity value. This is MHC class I binding data. The peptide sequence is IMYDSGAKY. The MHC is HLA-A26:02 with pseudo-sequence HLA-A26:02. The binding affinity (normalized) is 0.296.